From a dataset of Forward reaction prediction with 1.9M reactions from USPTO patents (1976-2016). Predict the product of the given reaction. Given the reactants [OH:1][N:2]1[C:7]([CH3:9])([CH3:8])[CH2:6][CH:5]([O:10][C:11](=[O:18])[C:12]2[CH:17]=[CH:16][CH:15]=[CH:14][CH:13]=2)[CH2:4][C:3]1([CH3:20])[CH3:19].[C:21]1([P:27](Cl)([C:29]2[CH:34]=[CH:33][CH:32]=[CH:31][CH:30]=2)=[O:28])[CH:26]=[CH:25][CH:24]=[CH:23][CH:22]=1, predict the reaction product. The product is: [C:11]([O:10][CH:5]1[CH2:6][C:7]([CH3:9])([CH3:8])[N:2]([O:1][P:27]([C:29]2[CH:30]=[CH:31][CH:32]=[CH:33][CH:34]=2)([C:21]2[CH:26]=[CH:25][CH:24]=[CH:23][CH:22]=2)=[O:28])[C:3]([CH3:20])([CH3:19])[CH2:4]1)(=[O:18])[C:12]1[CH:17]=[CH:16][CH:15]=[CH:14][CH:13]=1.